Dataset: Full USPTO retrosynthesis dataset with 1.9M reactions from patents (1976-2016). Task: Predict the reactants needed to synthesize the given product. (1) Given the product [CH:31]([N:14]([CH2:13][C@@H:11]1[CH2:12][NH:8][CH2:9][C@H:10]1[O:37][C:36](=[O:49])[NH:35][C:38]1[CH:43]=[CH:42][CH:41]=[C:40]([O:44][CH3:45])[CH:39]=1)[C:15](=[O:30])[C:16]1[CH:21]=[CH:20][C:19]([O:22][CH3:23])=[C:18]([O:24][CH2:25][CH2:26][CH2:27][O:28][CH3:29])[CH:17]=1)([CH3:33])[CH3:32], predict the reactants needed to synthesize it. The reactants are: C(OC([N:8]1[CH2:12][C@@H:11]([CH2:13][N:14]([CH:31]([CH3:33])[CH3:32])[C:15](=[O:30])[C:16]2[CH:21]=[CH:20][C:19]([O:22][CH3:23])=[C:18]([O:24][CH2:25][CH2:26][CH2:27][O:28][CH3:29])[CH:17]=2)[C@H:10](O)[CH2:9]1)=O)(C)(C)C.[N:35]([C:38]1[CH:43]=[CH:42][CH:41]=[C:40]([O:44][CH3:45])[CH:39]=1)=[C:36]=[O:37].CC#N.[OH2:49].CC#N. (2) Given the product [CH3:25][C:23]1[CH:22]=[C:21]([NH:26][C:27]2[CH:32]=[C:31]([C:33]([F:35])([F:34])[F:36])[CH:30]=[CH:29][N:28]=2)[N:20]=[C:19]([C:16]2[S:15][C:14]([C:2]3([OH:1])[C:3]4[C:8](=[CH:7][C:6]([C:12]5[N:37]=[N:38][NH:39][N:13]=5)=[CH:5][CH:4]=4)[CH2:9][CH2:10][CH2:11]3)=[N:18][CH:17]=2)[CH:24]=1, predict the reactants needed to synthesize it. The reactants are: [OH:1][C:2]1([C:14]2[S:15][C:16]([C:19]3[CH:24]=[C:23]([CH3:25])[CH:22]=[C:21]([NH:26][C:27]4[CH:32]=[C:31]([C:33]([F:36])([F:35])[F:34])[CH:30]=[CH:29][N:28]=4)[N:20]=3)=[CH:17][N:18]=2)[CH2:11][CH2:10][CH2:9][C:8]2[CH:7]=[C:6]([C:12]#[N:13])[CH:5]=[CH:4][C:3]1=2.[N-:37]=[N+:38]=[N-:39].[Na+]. (3) Given the product [C:34]([C:23]1([CH:22]=[CH:18][CH:17]=[CH:16][CH:15]1[O:14][CH2:13][CH:9]1[CH2:10][CH2:11][CH2:12][NH:8]1)[C:27]([OH:33])=[O:28])([O:36][CH2:37][CH:38]1[C:50]2[C:45](=[CH:46][CH:47]=[CH:48][CH:49]=2)[C:44]2[C:39]1=[CH:40][CH:41]=[CH:42][CH:43]=2)=[O:35], predict the reactants needed to synthesize it. The reactants are: C(OC([N:8]1[CH2:12][CH2:11][CH2:10][C@H:9]1[CH2:13][O:14][C:15]1[CH:23]=[CH:22][C:18](C(O)=O)=[CH:17][CH:16]=1)=O)(C)(C)C.C(Cl)Cl.[C:27]([OH:33])(C(F)(F)F)=[O:28].[C:34](Cl)([O:36][CH2:37][CH:38]1[C:50]2[C:45](=[CH:46][CH:47]=[CH:48][CH:49]=2)[C:44]2[C:39]1=[CH:40][CH:41]=[CH:42][CH:43]=2)=[O:35].